This data is from HIV replication inhibition screening data with 41,000+ compounds from the AIDS Antiviral Screen. The task is: Binary Classification. Given a drug SMILES string, predict its activity (active/inactive) in a high-throughput screening assay against a specified biological target. (1) The compound is CCOC(=O)c1sc2nc(SC)nc3c2c1N=CN3c1ccccc1Cl. The result is 0 (inactive). (2) The drug is COC(=N)c1ncn(Cc2ccccc2)c1N. The result is 0 (inactive). (3) The molecule is CC(C)[Si](OCCC=CC1CCC(=O)C1C(O)C1CCCCC1)(C(C)C)C(C)C. The result is 0 (inactive). (4) The compound is O=C(OCC(OC(=O)c1ccccc1)C1CC(C(O)C2CCCCC2)C(=O)O1)c1ccccc1. The result is 0 (inactive). (5) The compound is Cn1nc(-c2ccccc2)c(C(=O)C=Cc2ccccc2)c(N2CCCC2)c1=O. The result is 0 (inactive).